Dataset: Forward reaction prediction with 1.9M reactions from USPTO patents (1976-2016). Task: Predict the product of the given reaction. (1) Given the reactants [CH2:1]([N:8]1[CH2:12][CH2:11][CH2:10][CH:9]1[C:13]1[CH:22]=[CH:21][CH:20]=[C:19]2[C:14]=1[CH:15]=[CH:16][C:17]([S:23](OC1C(F)=C(F)C(F)=C(F)C=1F)(=[O:25])=[O:24])=[CH:18]2)[C:2]1[CH:7]=[CH:6][CH:5]=[CH:4][CH:3]=1.[S:38]1[C:42]([NH2:43])=[N:41][CH:40]=[N:39]1.C1COCC1.CC([O-])(C)C.[Li+], predict the reaction product. The product is: [CH2:1]([N:8]1[CH2:12][CH2:11][CH2:10][CH:9]1[C:13]1[CH:22]=[CH:21][CH:20]=[C:19]2[C:14]=1[CH:15]=[CH:16][C:17]([S:23]([NH:43][C:42]1[S:38][N:39]=[CH:40][N:41]=1)(=[O:25])=[O:24])=[CH:18]2)[C:2]1[CH:7]=[CH:6][CH:5]=[CH:4][CH:3]=1. (2) Given the reactants [CH3:1][O:2][C:3]1[C:8]2[C:9](=[O:13])O[CH:11]=[N:12][C:7]=2[CH:6]=[C:5]([O:14][CH3:15])[CH:4]=1.[CH3:16][O:17][C:18]1[CH:23]=[CH:22][C:21]([NH2:24])=[CH:20][CH:19]=1, predict the reaction product. The product is: [CH3:1][O:2][C:3]1[CH:4]=[C:5]([O:14][CH3:15])[CH:6]=[C:7]2[C:8]=1[C:9](=[O:13])[N:24]([C:21]1[CH:22]=[CH:23][C:18]([O:17][CH3:16])=[CH:19][CH:20]=1)[CH:11]=[N:12]2. (3) Given the reactants Cl.[CH3:2][N:3]1[C:11]2[C:6](=[C:7]([CH3:15])[C:8]([N+:12]([O-:14])=[O:13])=[CH:9][CH:10]=2)[C:5]([C:16]2[CH2:17][CH2:18][NH:19][CH2:20][CH:21]=2)=[CH:4]1.C(N(CC)CC)C.[CH:29]1([C:34](Cl)=[O:35])[CH2:33][CH2:32][CH2:31][CH2:30]1.O, predict the reaction product. The product is: [CH:29]1([C:34]([N:19]2[CH2:18][CH2:17][C:16]([C:5]3[C:6]4[C:11](=[CH:10][CH:9]=[C:8]([N+:12]([O-:14])=[O:13])[C:7]=4[CH3:15])[N:3]([CH3:2])[CH:4]=3)=[CH:21][CH2:20]2)=[O:35])[CH2:33][CH2:32][CH2:31][CH2:30]1. (4) Given the reactants Br[C:2]1[CH:7]=[CH:6][CH:5]=[C:4]([N+:8]([O-:10])=[O:9])[CH:3]=1.[N:11]1[CH:16]=[CH:15][C:14](B(O)O)=[CH:13][CH:12]=1.C(=O)(O)[O-].[Na+].C(=O)([O-])[O-].[Cs+].[Cs+], predict the reaction product. The product is: [N+:8]([C:4]1[CH:3]=[C:2]([C:14]2[CH:15]=[CH:16][N:11]=[CH:12][CH:13]=2)[CH:7]=[CH:6][CH:5]=1)([O-:10])=[O:9]. (5) Given the reactants C(OC([N:8]1[CH2:12][CH2:11][CH2:10][C@H:9]1[CH2:13][N:14]([C:27]1[CH:28]=[C:29]([C:33]2[CH:38]=[CH:37][CH:36]=[CH:35][CH:34]=2)[CH:30]=[CH:31][CH:32]=1)[C:15](=[O:26])[C:16]1[CH:21]=[CH:20][C:19]([O:22]C)=[C:18]([O:24][CH3:25])[CH:17]=1)=O)(C)(C)C.F[C:40]([F:45])([F:44])C(O)=O.ClCCl, predict the reaction product. The product is: [C:29]1([C:33]2[CH:34]=[CH:35][CH:36]=[CH:37][CH:38]=2)[CH:30]=[CH:31][CH:32]=[C:27]([N:14]([CH2:13][C@@H:9]2[CH2:10][CH2:11][CH2:12][NH:8]2)[C:15](=[O:26])[C:16]2[CH:21]=[CH:20][C:19]([O:22][CH:40]([F:44])[F:45])=[C:18]([O:24][CH3:25])[CH:17]=2)[CH:28]=1. (6) The product is: [CH2:1]([C:9]1[CH:10]=[C:11]2[C:15](=[CH:16][CH:17]=1)[N:14]([C:18]([NH:20][CH2:21][CH2:22][C:23]([O:25][CH2:26][CH3:27])=[O:24])=[O:19])[CH2:13][CH2:12]2)[CH2:2][CH2:3][CH2:4][CH2:5][CH2:6][CH2:7][CH3:8]. Given the reactants [C:1]([C:9]1[CH:10]=[C:11]2[C:15](=[CH:16][CH:17]=1)[N:14]([C:18]([NH:20][CH2:21][CH2:22][C:23]([O:25][CH2:26][CH3:27])=[O:24])=[O:19])[CH2:13][CH2:12]2)#[C:2][CH2:3][CH2:4][CH2:5][CH2:6][CH2:7][CH3:8], predict the reaction product. (7) Given the reactants [Br:1][CH2:2][C:3](Br)=O.[CH3:6][C:7]1([CH3:17])[C:16]2[C:11](=[CH:12][CH:13]=[CH:14][CH:15]=2)[NH:10][CH2:9][CH2:8]1.C(N(CC)CC)C, predict the reaction product. The product is: [Br:1][CH2:2][CH2:3][N:10]1[C:11]2[C:16](=[CH:15][CH:14]=[CH:13][CH:12]=2)[C:7]([CH3:17])([CH3:6])[CH2:8][CH2:9]1. (8) Given the reactants [C:1]([C:3](=[CH:13]OCC)[C:4]([NH:6][CH:7]1[CH2:12][CH2:11][CH2:10][CH2:9][CH2:8]1)=[O:5])#[N:2].Cl.[NH:18]([C:20]1[CH:29]=[CH:28][C:23]([C:24]([O:26][CH3:27])=[O:25])=[CH:22][CH:21]=1)[NH2:19].CCN(C(C)C)C(C)C, predict the reaction product. The product is: [NH2:2][C:1]1[N:18]([C:20]2[CH:21]=[CH:22][C:23]([C:24]([O:26][CH3:27])=[O:25])=[CH:28][CH:29]=2)[N:19]=[CH:13][C:3]=1[C:4](=[O:5])[NH:6][CH:7]1[CH2:12][CH2:11][CH2:10][CH2:9][CH2:8]1. (9) Given the reactants [Cl:1][C:2]1[CH:7]=[CH:6][C:5]([S:8]([N:11]([C:15]2[C:16]([CH:22]([OH:29])[C:23]3[CH:28]=[CH:27][N:26]=[CH:25][CH:24]=3)=[N:17][CH:18]=[C:19]([Cl:21])[CH:20]=2)COC)(=[O:10])=[O:9])=[CH:4][C:3]=1[C:30]([F:33])([F:32])[F:31], predict the reaction product. The product is: [Cl:1][C:2]1[CH:7]=[CH:6][C:5]([S:8]([NH:11][C:15]2[C:16]([CH:22]([OH:29])[C:23]3[CH:24]=[CH:25][N:26]=[CH:27][CH:28]=3)=[N:17][CH:18]=[C:19]([Cl:21])[CH:20]=2)(=[O:9])=[O:10])=[CH:4][C:3]=1[C:30]([F:33])([F:31])[F:32].